Dataset: Catalyst prediction with 721,799 reactions and 888 catalyst types from USPTO. Task: Predict which catalyst facilitates the given reaction. (1) Reactant: [NH2:1][C:2]1[C:3]([C:9]([OH:11])=O)=[N:4][C:5]([Br:8])=[CH:6][N:7]=1.[NH2:12][C:13]1[C:18]([N:19]2[CH2:24][CH2:23][CH:22]([NH:25]C(=O)OC(C)(C)C)[CH2:21][CH2:20]2)=[CH:17][CH:16]=[CH:15][N:14]=1.CCN(C(C)C)C(C)C.CN(C(ON1N=NC2C=CC=NC1=2)=[N+](C)C)C.F[P-](F)(F)(F)(F)F. Product: [NH2:1][C:2]1[C:3]([C:9]([NH:12][C:13]2[C:18]([N:19]3[CH2:24][CH2:23][CH:22]([NH2:25])[CH2:21][CH2:20]3)=[CH:17][CH:16]=[CH:15][N:14]=2)=[O:11])=[N:4][C:5]([Br:8])=[CH:6][N:7]=1. The catalyst class is: 3. (2) Reactant: [CH3:1][O:2][C:3]([C:5]1[CH:6]=[C:7]([CH:21]=[CH:22][C:23]=1[NH:24][S:25]([C:28]1[CH:33]=[CH:32][CH:31]=[CH:30][CH:29]=1)(=[O:27])=[O:26])[O:8][C:9]1[CH:10]=[CH:11][C:12]([N+:18]([O-])=O)=[C:13]([CH:17]=1)[C:14]([OH:16])=[O:15])=[O:4]. Product: [NH2:18][C:12]1[CH:11]=[CH:10][C:9]([O:8][C:7]2[CH:21]=[CH:22][C:23]([NH:24][S:25]([C:28]3[CH:33]=[CH:32][CH:31]=[CH:30][CH:29]=3)(=[O:27])=[O:26])=[C:5]([C:3]([O:2][CH3:1])=[O:4])[CH:6]=2)=[CH:17][C:13]=1[C:14]([OH:16])=[O:15]. The catalyst class is: 43.